This data is from Forward reaction prediction with 1.9M reactions from USPTO patents (1976-2016). The task is: Predict the product of the given reaction. Given the reactants [C:1]([C:5]1[CH:40]=[CH:39][C:8]([C:9]([N:11]2[C@@H:15]([C:16]3[S:17][CH:18]=[CH:19][N:20]=3)[C@@H:14]([C:21]3[CH:26]=[N:25][CH:24]=[C:23](C)[N:22]=3)[CH2:13][C@@:12]2([CH2:35][CH:36]([CH3:38])[CH3:37])[C:28]([O:30]C(C)(C)C)=[O:29])=[O:10])=[CH:7][CH:6]=1)([CH3:4])([CH3:3])[CH3:2].[C:41](O)(C(F)(F)F)=O, predict the reaction product. The product is: [C:1]([C:5]1[CH:6]=[CH:7][C:8]([C:9]([N:11]2[C@@H:15]([C:16]3[S:17][CH:18]=[CH:19][N:20]=3)[C@@H:14]([C:21]3[C:26]([CH3:41])=[N:25][CH:24]=[CH:23][N:22]=3)[CH2:13][C@@:12]2([CH2:35][CH:36]([CH3:37])[CH3:38])[C:28]([OH:30])=[O:29])=[O:10])=[CH:39][CH:40]=1)([CH3:3])([CH3:2])[CH3:4].